From a dataset of Full USPTO retrosynthesis dataset with 1.9M reactions from patents (1976-2016). Predict the reactants needed to synthesize the given product. (1) Given the product [CH:1]1([C:7]2[CH:25]=[CH:24][C:10]([O:11][CH2:12][C@H:13]3[O:23][C:16]4=[N:17][C:18](=[O:22])[C:19]([CH3:21])=[CH:20][N:15]4[CH2:14]3)=[CH:9][CH:8]=2)[CH2:2][CH2:3][CH2:4][CH2:5][CH2:6]1, predict the reactants needed to synthesize it. The reactants are: [CH:1]1([C:7]2[CH:25]=[CH:24][C:10]([O:11][CH2:12][C@H:13]3[O:23][C:16]4=[N:17][C:18](=[O:22])[C@@H:19]([CH3:21])[CH2:20][N:15]4[CH2:14]3)=[CH:9][CH:8]=2)[CH2:6][CH2:5][CH2:4][CH2:3][CH2:2]1. (2) Given the product [Cl:1][C:2]1[CH:7]=[CH:6][CH:5]=[CH:4][C:3]=1[C@H:8]1[CH2:9][O:10][C@@H:11]([CH3:14])[CH2:12][N:13]1[C:16]1[N:26]=[CH:25][C:19]2[O:20][CH2:21][C:22](=[O:24])[NH:23][C:18]=2[CH:17]=1, predict the reactants needed to synthesize it. The reactants are: [Cl:1][C:2]1[CH:7]=[CH:6][CH:5]=[CH:4][C:3]=1[C@H:8]1[NH:13][CH2:12][C@@H:11]([CH3:14])[O:10][CH2:9]1.Cl[C:16]1[N:26]=[CH:25][C:19]2[O:20][CH2:21][C:22](=[O:24])[NH:23][C:18]=2[CH:17]=1. (3) The reactants are: [CH2:1]([O:3][C:4]1[CH:9]=[C:8]([N+:10]([O-:12])=[O:11])[CH:7]=[CH:6][C:5]=1[C:13]([NH:15][NH:16]C(OC(C)(C)C)=O)=[O:14])[CH3:2]. Given the product [CH2:1]([O:3][C:4]1[CH:9]=[C:8]([N+:10]([O-:12])=[O:11])[CH:7]=[CH:6][C:5]=1[C:13]([NH:15][NH2:16])=[O:14])[CH3:2], predict the reactants needed to synthesize it. (4) The reactants are: [C:1]12[CH2:13][CH2:12][CH2:11][CH2:10][C:9]=1[S:8][C:7]1[N:6]=[CH:5][N:4]=[C:3]([OH:14])[C:2]2=1.C(C1C(=O)C(Cl)=C(Cl)C(=O)C=1C#N)#N. Given the product [C:1]12[CH:13]=[CH:12][CH:11]=[CH:10][C:9]=1[S:8][C:7]1[N:6]=[CH:5][N:4]=[C:3]([OH:14])[C:2]2=1, predict the reactants needed to synthesize it. (5) Given the product [CH:1]1([C:4]2[CH:5]=[CH:6][C:7]([C:17]([N:22]3[CH2:23][CH2:24][CH2:25][C:21]3([CH3:26])[CH3:20])=[O:19])=[N:8][C:9]=2[S:10]([CH2:13][CH:14]([CH3:15])[CH3:16])(=[O:11])=[O:12])[CH2:2][CH2:3]1, predict the reactants needed to synthesize it. The reactants are: [CH:1]1([C:4]2[CH:5]=[CH:6][C:7]([C:17]([OH:19])=O)=[N:8][C:9]=2[S:10]([CH2:13][CH:14]([CH3:16])[CH3:15])(=[O:12])=[O:11])[CH2:3][CH2:2]1.[CH3:20][C:21]1([CH3:26])[CH2:25][CH2:24][CH2:23][NH:22]1.CN(C(ON1N=NC2C=CC=CC1=2)=[N+](C)C)C.[B-](F)(F)(F)F.CCN(C(C)C)C(C)C. (6) Given the product [CH:2]([C:3]1[N:7]([CH3:8])[C:6]2[C:9]([N:13]3[CH2:14][CH2:15][N:16]([C:19]([O:21][C:22]([CH3:25])([CH3:24])[CH3:23])=[O:20])[CH2:17][CH2:18]3)=[CH:10][CH:11]=[CH:12][C:5]=2[N:4]=1)=[O:1], predict the reactants needed to synthesize it. The reactants are: [OH:1][CH2:2][C:3]1[N:7]([CH3:8])[C:6]2[C:9]([N:13]3[CH2:18][CH2:17][N:16]([C:19]([O:21][C:22]([CH3:25])([CH3:24])[CH3:23])=[O:20])[CH2:15][CH2:14]3)=[CH:10][CH:11]=[CH:12][C:5]=2[N:4]=1. (7) The reactants are: [CH3:1][O:2][C:3]1[CH:8]=[CH:7][C:6]([CH3:9])=[CH:5][C:4]=1[OH:10].C1(P(C2C=CC=CC=2)C2C=CC=CC=2)C=CC=CC=1.CCOC(/N=N/C(OCC)=O)=O.[CH3:42][N:43]1[CH2:48][CH2:47][CH:46]([CH2:49]O)[CH2:45][CH2:44]1. Given the product [CH3:1][O:2][C:3]1[CH:8]=[CH:7][C:6]([CH3:9])=[CH:5][C:4]=1[O:10][CH2:49][CH:46]1[CH2:47][CH2:48][N:43]([CH3:42])[CH2:44][CH2:45]1, predict the reactants needed to synthesize it. (8) Given the product [NH2:31][C:16]1[N:15]=[C:14]([NH:36][CH2:32][CH2:33][CH2:34][CH3:35])[C:19]([CH2:20][C:21]2[CH:22]=[CH:23][C:24]([CH2:27][C:28]#[N:29])=[CH:25][CH:26]=2)=[C:18]([CH3:30])[N:17]=1, predict the reactants needed to synthesize it. The reactants are: CC1C=C(C)C=C(C)C=1S(O[C:14]1[C:19]([CH2:20][C:21]2[CH:26]=[CH:25][C:24]([CH2:27][C:28]#[N:29])=[CH:23][CH:22]=2)=[C:18]([CH3:30])[N:17]=[C:16]([NH2:31])[N:15]=1)(=O)=O.[CH2:32]([NH2:36])[CH2:33][CH2:34][CH3:35]. (9) Given the product [C:15]([Si:19]([CH3:32])([CH3:31])[N:20]1[C:24]2=[N:25][CH:26]=[C:27]([CH2:29][OH:30])[CH:28]=[C:23]2[CH:22]=[CH:21]1)([CH3:18])([CH3:17])[CH3:16], predict the reactants needed to synthesize it. The reactants are: C(C1C(=O)C(Cl)=C(Cl)C(=O)C=1C#N)#N.[C:15]([Si:19]([CH3:32])([CH3:31])[N:20]1[C:24]2=[N:25][CH:26]=[C:27]([CH2:29][OH:30])[CH:28]=[C:23]2[CH2:22][CH2:21]1)([CH3:18])([CH3:17])[CH3:16].